Dataset: Catalyst prediction with 721,799 reactions and 888 catalyst types from USPTO. Task: Predict which catalyst facilitates the given reaction. (1) Reactant: Br[C:2]1[CH:3]=[C:4]([N:8]2[CH2:13][CH2:12][N:11]([C:14]([O:16][C:17]([CH3:20])([CH3:19])[CH3:18])=[O:15])[CH2:10][CH2:9]2)[CH:5]=[CH:6][CH:7]=1.[B:21](OC(C)C)([O:26]C(C)C)[O:22]C(C)C.[Li]CCCC. Product: [B:21]([C:2]1[CH:3]=[C:4]([N:8]2[CH2:13][CH2:12][N:11]([C:14]([O:16][C:17]([CH3:20])([CH3:19])[CH3:18])=[O:15])[CH2:10][CH2:9]2)[CH:5]=[CH:6][CH:7]=1)([OH:26])[OH:22]. The catalyst class is: 247. (2) Reactant: [CH2:1]([O:8][NH:9][C:10]([CH:12]1[N:21](C(OC(C)(C)C)=O)[CH2:20][C:15]2=[N:16][CH:17]=[CH:18][N:19]=[C:14]2[CH2:13]1)=[O:11])[C:2]1[CH:7]=[CH:6][CH:5]=[CH:4][CH:3]=1.[ClH:29].C(OCC)(=O)C. Product: [ClH:29].[CH2:1]([O:8][NH:9][C:10]([CH:12]1[NH:21][CH2:20][C:15]2=[N:16][CH:17]=[CH:18][N:19]=[C:14]2[CH2:13]1)=[O:11])[C:2]1[CH:7]=[CH:6][CH:5]=[CH:4][CH:3]=1. The catalyst class is: 13. (3) Reactant: [CH:1]1([NH:4][C:5]([C:7]2[CH:8]=[C:9]([F:30])[C:10]([CH3:29])=[C:11]([C:13]3[CH:14]=[C:15]4[C:19](=[CH:20][CH:21]=3)[N:18](C(OC(C)(C)C)=O)[N:17]=[CH:16]4)[CH:12]=2)=[O:6])[CH2:3][CH2:2]1.Cl. Product: [CH:1]1([NH:4][C:5](=[O:6])[C:7]2[CH:12]=[C:11]([C:13]3[CH:14]=[C:15]4[C:19](=[CH:20][CH:21]=3)[NH:18][N:17]=[CH:16]4)[C:10]([CH3:29])=[C:9]([F:30])[CH:8]=2)[CH2:2][CH2:3]1. The catalyst class is: 12. (4) Reactant: [C:1]([Si:5]([CH3:25])([CH3:24])[O:6][CH2:7][C:8]([CH3:23])([CH3:22])[CH2:9]/[CH:10]=[C:11]1\[C:12](=[O:21])[NH:13][C:14]2[C:19]\1=[CH:18][CH:17]=[C:16]([Cl:20])[CH:15]=2)([CH3:4])([CH3:3])[CH3:2].[C:26](O[C:26]([O:28][C:29]([CH3:32])([CH3:31])[CH3:30])=[O:27])([O:28][C:29]([CH3:32])([CH3:31])[CH3:30])=[O:27].O. Product: [C:29]([O:28][C:26]([N:13]1[C:14]2[C:19](=[CH:18][CH:17]=[C:16]([Cl:20])[CH:15]=2)/[C:11](=[CH:10]/[CH2:9][C:8]([CH3:23])([CH3:22])[CH2:7][O:6][Si:5]([C:1]([CH3:3])([CH3:2])[CH3:4])([CH3:24])[CH3:25])/[C:12]1=[O:21])=[O:27])([CH3:32])([CH3:31])[CH3:30]. The catalyst class is: 154.